From a dataset of Forward reaction prediction with 1.9M reactions from USPTO patents (1976-2016). Predict the product of the given reaction. (1) Given the reactants [CH:1]1([N:7]2[CH2:11][CH2:10][CH:9]([C:12]([O:14][CH3:15])=[O:13])[C:8]2=[O:16])[CH2:6][CH2:5][CH2:4][CH2:3][CH2:2]1.[H-].[Na+].Cl[CH2:20][C:21]1[C:26]([Cl:27])=[CH:25][CH:24]=[CH:23][C:22]=1[Cl:28].[Cl-].[NH4+], predict the reaction product. The product is: [CH:1]1([N:7]2[CH2:11][CH2:10][C:9]([CH2:20][C:21]3[C:26]([Cl:27])=[CH:25][CH:24]=[CH:23][C:22]=3[Cl:28])([C:12]([O:14][CH3:15])=[O:13])[C:8]2=[O:16])[CH2:2][CH2:3][CH2:4][CH2:5][CH2:6]1. (2) Given the reactants [CH3:1][C:2]1[CH:7]=[CH:6][N:5]=[CH:4][C:3]=1[N:8]1[CH2:12][CH2:11][NH:10][C:9]1=[O:13].Br[C:15]1[CH:16]=[C:17]2[C:22](=[CH:23][CH:24]=1)[N:21]=[CH:20][CH:19]=[N:18]2.N[C@@H]1CCCC[C@H]1N.P([O-])([O-])([O-])=O.[K+].[K+].[K+], predict the reaction product. The product is: [CH3:1][C:2]1[CH:7]=[CH:6][N:5]=[CH:4][C:3]=1[N:8]1[CH2:12][CH2:11][N:10]([C:15]2[CH:16]=[C:17]3[C:22](=[CH:23][CH:24]=2)[N:21]=[CH:20][CH:19]=[N:18]3)[C:9]1=[O:13]. (3) Given the reactants C12BC(CCC1)CCC2.[CH2:10]([O:13][Si:14]([C:17]([CH3:20])([CH3:19])[CH3:18])([CH3:16])[CH3:15])[CH:11]=[CH2:12].P([O-])([O-])([O-])=O.[K+].[K+].[K+].[C:29]12([CH2:39][NH:40][C:41](=[O:50])[C:42]3[C:47]([Cl:48])=[CH:46][N:45]=[C:44](Cl)[CH:43]=3)[CH2:38][CH:33]3[CH2:34][CH:35]([CH2:37][CH:31]([CH2:32]3)[CH2:30]1)[CH2:36]2, predict the reaction product. The product is: [C:29]12([CH2:39][NH:40][C:41](=[O:50])[C:42]3[C:47]([Cl:48])=[CH:46][N:45]=[C:44]([CH2:12][CH2:11][CH2:10][O:13][Si:14]([C:17]([CH3:20])([CH3:19])[CH3:18])([CH3:15])[CH3:16])[CH:43]=3)[CH2:30][CH:31]3[CH2:32][CH:33]([CH2:34][CH:35]([CH2:37]3)[CH2:36]1)[CH2:38]2. (4) Given the reactants [CH3:1][C:2]1([CH3:21])[C:8]2[CH:9]=[CH:10][C:11]([N+:13]([O-])=O)=[CH:12][C:7]=2[NH:6][C:5](=[O:16])[CH:4]([NH:17][C:18](=[O:20])[CH3:19])[CH2:3]1.[CH3:22][NH:23][C:24]([C:26]1[S:27][CH:28]=[CH:29][C:30]=1[NH:31][C:32]1[C:37]([Cl:38])=[CH:36][N:35]=[C:34](Cl)[N:33]=1)=[O:25], predict the reaction product. The product is: [CH3:22][NH:23][C:24]([C:26]1[S:27][CH:28]=[CH:29][C:30]=1[NH:31][C:32]1[C:37]([Cl:38])=[CH:36][N:35]=[C:34]([NH:13][C:11]2[CH:10]=[CH:9][C:8]3[C:2]([CH3:21])([CH3:1])[CH2:3][CH:4]([NH:17][C:18](=[O:20])[CH3:19])[C:5](=[O:16])[NH:6][C:7]=3[CH:12]=2)[N:33]=1)=[O:25]. (5) Given the reactants [Br:1][C:2]1[CH:3]=[C:4]2[C:9](=[CH:10][CH:11]=1)[N:8]=[CH:7][CH:6]=[C:5]2Cl.[O-:13][CH2:14][CH3:15].[Na+], predict the reaction product. The product is: [Br:1][C:2]1[CH:3]=[C:4]2[C:9](=[CH:10][CH:11]=1)[N:8]=[CH:7][CH:6]=[C:5]2[O:13][CH2:14][CH3:15]. (6) Given the reactants [CH2:1]([C:3]1[NH:13][C:6]2[N:7]=[C:8]([SH:12])[N:9]=[C:10]([OH:11])[C:5]=2[CH:4]=1)[CH3:2].[OH-].[Na+].[CH3:16]I, predict the reaction product. The product is: [CH2:1]([C:3]1[NH:13][C:6]2[N:7]=[C:8]([S:12][CH3:16])[NH:9][C:10](=[O:11])[C:5]=2[CH:4]=1)[CH3:2].